This data is from Catalyst prediction with 721,799 reactions and 888 catalyst types from USPTO. The task is: Predict which catalyst facilitates the given reaction. (1) Reactant: [CH2:1]([C:3]1[N:4]=[CH:5][NH:6][C:7]=1[C:8](OCC)=[O:9])[CH3:2].[H-].[Al+3].[Li+].[H-].[H-].[H-]. Product: [CH2:1]([C:3]1[N:4]=[CH:5][NH:6][C:7]=1[CH2:8][OH:9])[CH3:2]. The catalyst class is: 1. (2) Product: [CH2:1]([O:3][C:4](=[O:15])[CH:5]([C:6]1[CH:11]=[CH:10][C:9]([N+:12]([O-:14])=[O:13])=[CH:8][CH:7]=1)[CH3:19])[CH3:2]. Reactant: [CH2:1]([O:3][C:4](=[O:15])[CH2:5][C:6]1[CH:11]=[CH:10][C:9]([N+:12]([O-:14])=[O:13])=[CH:8][CH:7]=1)[CH3:2].[H-].[Na+].I[CH3:19]. The catalyst class is: 3. (3) Reactant: [F:1][C:2]1[CH:3]=[C:4]([C:8]([OH:10])=O)[CH:5]=[N:6][CH:7]=1.ClC1N=C(OC)N=C(OC)N=1.CN1CCOCC1.[F:29][C:30]1([F:47])[O:34][C:33]2[CH:35]=[C:36]([CH3:46])[C:37]([C:39]3[CH:45]=[CH:44][C:42]([NH2:43])=[CH:41][CH:40]=3)=[CH:38][C:32]=2[O:31]1.C([O-])(O)=O.[Na+].CC(=O)OCC. Product: [F:47][C:30]1([F:29])[O:34][C:33]2[CH:35]=[C:36]([CH3:46])[C:37]([C:39]3[CH:40]=[CH:41][C:42]([NH:43][C:8]([C:4]4[CH:5]=[N:6][CH:7]=[C:2]([F:1])[CH:3]=4)=[O:10])=[CH:44][CH:45]=3)=[CH:38][C:32]=2[O:31]1. The catalyst class is: 2. (4) Reactant: Br[C:2]1[CH:3]=[C:4]([CH:8]2[C:13]([C:14]([NH:16][C:17]3[CH:18]=[C:19]4[C:23](=[CH:24][CH:25]=3)[NH:22][N:21]=[CH:20]4)=[O:15])=[C:12]([CH3:26])[NH:11][C:10](=[O:27])[NH:9]2)[CH:5]=[CH:6][CH:7]=1.C(Cl)Cl.C([O-])([O-])=O.[Na+].[Na+]. Product: [NH2:16][C:17]1[CH:25]=[C:24]([C:2]2[CH:7]=[CH:6][CH:5]=[C:4]([CH:8]3[C:13]([C:14]([NH:16][C:17]4[CH:18]=[C:19]5[C:23](=[CH:24][CH:25]=4)[NH:22][N:21]=[CH:20]5)=[O:15])=[C:12]([CH3:26])[NH:11][C:10](=[O:27])[NH:9]3)[CH:3]=2)[CH:23]=[CH:19][CH:18]=1. The catalyst class is: 75.